From a dataset of Full USPTO retrosynthesis dataset with 1.9M reactions from patents (1976-2016). Predict the reactants needed to synthesize the given product. Given the product [C:11]([O:15][C:16]([N:18]1[CH2:22][CH2:21][CH2:20][C@H:19]1[C:23]([N:5]1[CH2:6][CH2:7][CH2:8][CH2:9][C:10]2[NH:1][CH:2]=[CH:3][C:4]1=2)=[O:24])=[O:17])([CH3:14])([CH3:13])[CH3:12], predict the reactants needed to synthesize it. The reactants are: [NH:1]1[C:10]2[CH2:9][CH2:8][CH2:7][CH2:6][NH:5][C:4]=2[CH:3]=[CH:2]1.[C:11]([O:15][C:16]([N:18]1[CH2:22][CH2:21][CH2:20][C@H:19]1[C:23](Cl)=[O:24])=[O:17])([CH3:14])([CH3:13])[CH3:12].